Dataset: Reaction yield outcomes from USPTO patents with 853,638 reactions. Task: Predict the reaction yield, written as a fraction of the theoretical maximum amount of product (1.0 means a 100% yield; for example, 0.34 means a 34% yield). (1) The reactants are [NH2:1][C@H:2]1[CH2:7][CH2:6][C@H:5]([NH:8][C:9]2[CH:10]=[C:11]([N:28]([CH:38]3[CH2:40][CH2:39]3)CC3C=CC(OC)=CC=3)[C:12]3[N:13]([C:15]([C:18]([NH:20][C:21]4[CH:26]=[CH:25][N:24]=[C:23]([F:27])[CH:22]=4)=[O:19])=[CH:16][N:17]=3)[N:14]=2)[CH2:4][CH2:3]1.[CH:41](=O)[CH3:42].C(O)(=O)C.C(O[BH-](OC(=O)C)OC(=O)C)(=O)C.[Na+].C(O)(C(F)(F)F)=O. The catalyst is C(Cl)Cl. The product is [CH:38]1([NH:28][C:11]2[C:12]3[N:13]([C:15]([C:18]([NH:20][C:21]4[CH:26]=[CH:25][N:24]=[C:23]([F:27])[CH:22]=4)=[O:19])=[CH:16][N:17]=3)[N:14]=[C:9]([NH:8][C@H:5]3[CH2:6][CH2:7][C@H:2]([NH:1][CH2:41][CH3:42])[CH2:3][CH2:4]3)[CH:10]=2)[CH2:39][CH2:40]1. The yield is 0.387. (2) The catalyst is O1CCCC1. The reactants are [CH3:1][CH:2]([CH3:18])[CH2:3][CH2:4][N:5]1[C:10]2[CH:11]=[CH:12][CH:13]=[C:14]([Br:15])[C:9]=2[C:8](=[O:16])O[C:6]1=[O:17].[O:19]=[S:20]1(=[O:36])[C:25]2[CH:26]=[CH:27][CH:28]=[CH:29][C:24]=2[N:23]=[C:22]([CH2:30]C(OCC)=O)[NH:21]1.[H-].[Na+].C(O)(=O)C. The product is [O:36]=[S:20]1(=[O:19])[C:25]2[CH:26]=[CH:27][CH:28]=[CH:29][C:24]=2[N:23]=[C:22]([C:30]2[C:6](=[O:17])[N:5]([CH2:4][CH2:3][CH:2]([CH3:1])[CH3:18])[C:10]3[C:9]([C:8]=2[OH:16])=[C:14]([Br:15])[CH:13]=[CH:12][CH:11]=3)[NH:21]1. The yield is 0.600. (3) The product is [N:12]([C:11]1[CH:13]=[CH:14][C:8]([N+:5]([O-:7])=[O:6])=[CH:9][CH:10]=1)=[N+:15]=[N-:16]. The catalyst is O.FC(F)(F)C(O)=O. The reactants are N([O-])=O.[Na+].[N+:5]([C:8]1[CH:14]=[CH:13][C:11]([NH2:12])=[CH:10][CH:9]=1)([O-:7])=[O:6].[N-:15]=[N+:16]=[N-].[Na+]. The yield is 0.990. (4) The reactants are [CH2:1]([C:3]1O[C:5](=[O:13])[C:6]2[CH:12]=[CH:11][CH:10]=[CH:9][C:7]=2[N:8]=1)[CH3:2].[CH3:14][CH2:15][O:16][C:17]1[C:18]([NH2:23])=[CH:19][CH:20]=[CH:21][CH:22]=1. The catalyst is C(Cl)(Cl)Cl. The product is [CH2:15]([O:16][C:17]1[CH:22]=[CH:21][CH:20]=[CH:19][C:18]=1[N:23]1[C:5](=[O:13])[C:6]2[C:7](=[CH:9][CH:10]=[CH:11][CH:12]=2)[N:8]=[C:3]1[CH2:1][CH3:2])[CH3:14]. The yield is 0.793. (5) The reactants are [Br:1][C:2]1[C:7]([CH:8]=[O:9])=[C:6]([F:10])[C:5]([CH2:11][CH2:12][CH3:13])=[CH:4][CH:3]=1.CC1C=CC(S(O)(=O)=[O:22])=CC=1.[C:25]1([CH3:31])C=CC=CC=1. No catalyst specified. The product is [Br:1][C:2]1[C:7]([CH:8]2[O:22][CH2:25][CH2:31][O:9]2)=[C:6]([F:10])[C:5]([CH2:11][CH2:12][CH3:13])=[CH:4][CH:3]=1. The yield is 0.990. (6) The reactants are [F:1][C:2]([F:24])([F:23])[CH2:3][S:4][C:5]1[CH:10]=[C:9]([C:11]2[C:12]([C:16]([F:19])([F:18])[F:17])=[N:13][NH:14][CH:15]=2)[CH:8]=[CH:7][C:6]=1[CH:20]([F:22])[F:21].ClC1C=CC=C(C(OO)=[O:33])C=1.S([O-])([O-])=O.[Na+].[Na+]. The catalyst is C(Cl)(Cl)Cl. The product is [F:24][C:2]([F:1])([F:23])[CH2:3][S:4]([C:5]1[CH:10]=[C:9]([C:11]2[C:12]([C:16]([F:18])([F:19])[F:17])=[N:13][NH:14][CH:15]=2)[CH:8]=[CH:7][C:6]=1[CH:20]([F:22])[F:21])=[O:33]. The yield is 0.974. (7) The yield is 0.950. The reactants are Cl[C:2]1[N:3]=[C:4]2[CH:12]=[C:11]([CH3:13])[N:10]=[CH:9][C:5]2=[N:6][C:7]=1[Cl:8].[F:14][CH:15]([F:18])[CH2:16][NH2:17].CCN(C(C)C)C(C)C.[NH4+].[Cl-]. The product is [Cl:8][C:7]1[N:6]=[C:5]2[CH:9]=[N:10][C:11]([CH3:13])=[CH:12][C:4]2=[N:3][C:2]=1[NH:17][CH2:16][CH:15]([F:18])[F:14]. The catalyst is C(Cl)Cl.